From a dataset of Forward reaction prediction with 1.9M reactions from USPTO patents (1976-2016). Predict the product of the given reaction. Given the reactants Cl[CH:2]([CH2:6][C:7]1[CH:12]=[CH:11][C:10]([CH2:13][CH2:14][O:15][C:16]2[CH:21]=[CH:20][C:19]([O:22][S:23]([CH3:26])(=[O:25])=[O:24])=[CH:18][CH:17]=2)=[CH:9][CH:8]=1)[C:3]([O-:5])=[O:4].[NH4+].[C:28](OCCC1C=CC(O)=CC=1)(=[S:35])C1C=CC=CC=1.C[O-:47].[Na+].Cl.[C:50]([NH2:54])([CH3:53])([CH3:52])[CH3:51].C(O[CH2:59][CH:60]([CH3:62])C)(=O)C, predict the reaction product. The product is: [OH:47][C:60]1[CH:59]=[CH:52][C:50]([CH2:53][CH2:28][S:35][CH:2]([CH2:6][C:7]2[CH:12]=[CH:11][C:10]([CH2:13][CH2:14][O:15][C:16]3[CH:21]=[CH:20][C:19]([O:22][S:23]([CH3:26])(=[O:25])=[O:24])=[CH:18][CH:17]=3)=[CH:9][CH:8]=2)[C:3]([O-:5])=[O:4])=[CH:51][CH:62]=1.[C:50]([NH3+:54])([CH3:53])([CH3:52])[CH3:51].